This data is from Full USPTO retrosynthesis dataset with 1.9M reactions from patents (1976-2016). The task is: Predict the reactants needed to synthesize the given product. (1) Given the product [OH:22][N:21]=[C:7]([CH:4]1[CH2:5][CH2:6][O:1][CH2:2][CH2:3]1)[C:9]1[CH:14]=[CH:13][C:12]([O:15][C:16]([F:19])([F:18])[F:17])=[CH:11][CH:10]=1, predict the reactants needed to synthesize it. The reactants are: [O:1]1[CH2:6][CH2:5][CH:4]([C:7]([C:9]2[CH:14]=[CH:13][C:12]([O:15][C:16]([F:19])([F:18])[F:17])=[CH:11][CH:10]=2)=O)[CH2:3][CH2:2]1.Cl.[NH2:21][OH:22].C(N(CC)CC)C. (2) Given the product [CH:18]([C:16]1[N:17]=[C:13]([C:11]2[CH:2]=[C:1]([OH:3])[C:4]3[C:9](=[C:8]([CH3:21])[C:7]([O:22][CH3:23])=[CH:6][CH:5]=3)[N:10]=2)[S:14][CH:15]=1)([CH3:20])[CH3:19], predict the reactants needed to synthesize it. The reactants are: [C:1]([C:4]1[C:9]([NH:10][C:11]([C:13]2[S:14][CH:15]=[C:16]([CH:18]([CH3:20])[CH3:19])[N:17]=2)=O)=[C:8]([CH3:21])[C:7]([O:22][CH3:23])=[CH:6][CH:5]=1)(=[O:3])[CH3:2].CC(C)([O-])C.[K+]. (3) Given the product [CH3:20][C:18]([CH3:21])([CH3:19])[C:17]([C:16]1[C:10]2[C:11](=[N:12][CH:13]=[C:8]([C:4]3[CH:5]=[CH:6][CH:7]=[C:2]([N:41]4[CH2:42][CH2:43][NH:38][CH:39]([CH3:44])[CH2:40]4)[CH:3]=3)[N:9]=2)[NH:14][CH:15]=1)=[O:22], predict the reactants needed to synthesize it. The reactants are: I[C:2]1[CH:3]=[C:4]([C:8]2[N:9]=[C:10]3[C:16]([C:17](=[O:22])[C:18]([CH3:21])([CH3:20])[CH3:19])=[CH:15][N:14](COCC[Si](C)(C)C)[C:11]3=[N:12][CH:13]=2)[CH:5]=[CH:6][CH:7]=1.C(OC([N:38]1[CH2:43][CH2:42][NH:41][CH2:40][CH:39]1[CH3:44])=O)(C)(C)C.